From a dataset of Forward reaction prediction with 1.9M reactions from USPTO patents (1976-2016). Predict the product of the given reaction. (1) Given the reactants C([O:8][C:9]1[CH:10]=[C:11](/[CH:17]=[CH:18]/[C:19]([C:21]2[C:26]([OH:27])=[CH:25][C:24]([O:28][CH3:29])=[C:23]([O:30][CH3:31])[C:22]=2[O:32][CH3:33])=[O:20])[CH:12]=[CH:13][C:14]=1[O:15][CH3:16])C1C=CC=CC=1.C(O[Na])=O.C(O)=O, predict the reaction product. The product is: [OH:27][C:26]1[C:21]([C:19](=[O:20])[CH2:18][CH2:17][C:11]2[CH:12]=[CH:13][C:14]([O:15][CH3:16])=[C:9]([OH:8])[CH:10]=2)=[C:22]([O:32][CH3:33])[C:23]([O:30][CH3:31])=[C:24]([O:28][CH3:29])[CH:25]=1. (2) The product is: [ClH:34].[CH2:1]([NH:5][C:6]1[CH:7]=[CH:8][C:9]2[N:10]([C:12]([C:15]3[CH:16]=[C:17]4[C:21](=[CH:22][CH:23]=3)[CH2:20][NH:19][CH2:18]4)=[CH:13][N:14]=2)[N:11]=1)[CH2:2][CH2:3][CH3:4]. Given the reactants [CH2:1]([NH:5][C:6]1[CH:7]=[CH:8][C:9]2[N:10]([C:12]([C:15]3[CH:16]=[C:17]4[C:21](=[CH:22][CH:23]=3)[CH2:20][N:19](C(OC(C)(C)C)=O)[CH2:18]4)=[CH:13][N:14]=2)[N:11]=1)[CH2:2][CH2:3][CH3:4].C([Cl:34])(=O)C, predict the reaction product. (3) Given the reactants [CH3:1][C:2]1[CH:7]=[C:6]([C:8](=O)[CH2:9][C@H:10]([C:18]2[CH:23]=[CH:22][C:21]([CH:24]3[CH2:29][CH2:28][N:27](C(OC(C)(C)C)=O)[CH2:26][CH2:25]3)=[CH:20][CH:19]=2)[C:11]2[CH:16]=[CH:15][CH:14]=[CH:13][C:12]=2[CH3:17])[CH:5]=[CH:4][N:3]=1.Cl.[NH2:39][OH:40].C(=O)([O-])O.[Na+], predict the reaction product. The product is: [CH3:1][C:2]1[CH:7]=[C:6](/[C:8](=[N:39]/[OH:40])/[CH2:9][C@H:10]([C:18]2[CH:19]=[CH:20][C:21]([CH:24]3[CH2:25][CH2:26][NH:27][CH2:28][CH2:29]3)=[CH:22][CH:23]=2)[C:11]2[CH:16]=[CH:15][CH:14]=[CH:13][C:12]=2[CH3:17])[CH:5]=[CH:4][N:3]=1. (4) Given the reactants CN(C(ON1N=NC2C=CC=CC1=2)=[N+](C)C)C.[B-](F)(F)(F)F.CN1CCOCC1.Cl.[CH3:31][O:32][C:33]1[C:38]([CH3:39])=[CH:37][C:36]([CH:40]2[CH2:45][N:44]3[CH:46]=[C:47]([C:49]([OH:51])=O)[N:48]=[C:43]3[CH2:42][CH2:41]2)=[CH:35][C:34]=1[CH3:52].[CH2:53]([CH:60]1[CH2:65][CH2:64][NH:63][CH2:62][CH2:61]1)[C:54]1[CH:59]=[CH:58][CH:57]=[CH:56][CH:55]=1, predict the reaction product. The product is: [CH2:53]([CH:60]1[CH2:65][CH2:64][N:63]([C:49]([C:47]2[N:48]=[C:43]3[CH2:42][CH2:41][CH:40]([C:36]4[CH:37]=[C:38]([CH3:39])[C:33]([O:32][CH3:31])=[C:34]([CH3:52])[CH:35]=4)[CH2:45][N:44]3[CH:46]=2)=[O:51])[CH2:62][CH2:61]1)[C:54]1[CH:59]=[CH:58][CH:57]=[CH:56][CH:55]=1. (5) Given the reactants [Br:1][C:2]1[CH:3]=[C:4]([CH:7]=[CH:8][C:9]=1F)[CH:5]=[O:6].[F:11][C:12]1[CH:17]=[C:16]([F:18])[CH:15]=[CH:14][C:13]=1[OH:19].C(=O)([O-])[O-].[Cs+].[Cs+], predict the reaction product. The product is: [Br:1][C:2]1[CH:3]=[C:4]([CH:7]=[CH:8][C:9]=1[O:19][C:13]1[CH:14]=[CH:15][C:16]([F:18])=[CH:17][C:12]=1[F:11])[CH:5]=[O:6]. (6) Given the reactants [Cl:1][C:2]1[CH:11]=[C:10]([Cl:12])[C:9](B2OC(C)(C)C(C)(C)O2)=[CH:8][C:3]=1[C:4]([O:6][CH3:7])=[O:5].C1COCC1.Br[C:28]1[CH:33]=[CH:32][C:31]([F:34])=[CH:30][N:29]=1.C(=O)([O-])[O-].[Na+].[Na+], predict the reaction product. The product is: [Cl:1][C:2]1[CH:11]=[C:10]([Cl:12])[C:9]([C:28]2[CH:33]=[CH:32][C:31]([F:34])=[CH:30][N:29]=2)=[CH:8][C:3]=1[C:4]([O:6][CH3:7])=[O:5]. (7) Given the reactants Br[CH2:2][C:3]([C:5]1[CH:10]=[CH:9][CH:8]=[C:7]([Br:11])[CH:6]=1)=[O:4].[Cl:12][C:13]1[CH:18]=[C:17]([Cl:19])[CH:16]=[CH:15][C:14]=1[CH2:20][NH:21][CH3:22], predict the reaction product. The product is: [Br:11][C:7]1[CH:6]=[C:5]([C:3](=[O:4])[CH2:2][N:21]([CH2:20][C:14]2[CH:15]=[CH:16][C:17]([Cl:19])=[CH:18][C:13]=2[Cl:12])[CH3:22])[CH:10]=[CH:9][CH:8]=1. (8) Given the reactants O[CH2:2][C:3]1[CH:11]=[CH:10][C:6]2[N:7]=[CH:8][NH:9][C:5]=2[CH:4]=1.C1C=CC(P([N:26]=[N+:27]=[N-:28])(C2C=CC=CC=2)=O)=CC=1.C1CCN2C(=NCCC2)CC1, predict the reaction product. The product is: [N:26]([CH2:2][C:3]1[CH:11]=[CH:10][C:6]2[N:7]=[CH:8][NH:9][C:5]=2[CH:4]=1)=[N+:27]=[N-:28]. (9) The product is: [Cl:22][C:8]1[C:7]([O:23][CH2:24][CH:25]([O:28][CH3:29])[O:26][CH3:27])=[CH:6][CH:5]=[C:4]2[C:9]=1[N:10]=[C:11]([C:13]1[N:14]=[C:15]([NH:18][CH:19]([CH3:21])[CH3:20])[S:16][CH:17]=1)[CH:2]=[C:1]2[OH:3]. Given the reactants [C:1]([C:4]1[C:9]([NH:10][C:11]([C:13]2[N:14]=[C:15]([NH:18][CH:19]([CH3:21])[CH3:20])[S:16][CH:17]=2)=O)=[C:8]([Cl:22])[C:7]([O:23][CH2:24][CH:25]([O:28][CH3:29])[O:26][CH3:27])=[CH:6][CH:5]=1)(=[O:3])[CH3:2].[H-].[Na+].CC(O)=O, predict the reaction product. (10) Given the reactants [OH:1][C:2]1[CH:7]=[CH:6][C:5]([S:8](Cl)(=[O:10])=[O:9])=[CH:4][CH:3]=1.O.[N-:13]=[N+:14]=[N-:15].[Na+], predict the reaction product. The product is: [OH:1][C:2]1[CH:7]=[CH:6][C:5]([S:8]([N:13]=[N+:14]=[N-:15])(=[O:10])=[O:9])=[CH:4][CH:3]=1.